This data is from NCI-60 drug combinations with 297,098 pairs across 59 cell lines. The task is: Regression. Given two drug SMILES strings and cell line genomic features, predict the synergy score measuring deviation from expected non-interaction effect. (1) Drug 1: C1CC(=O)NC(=O)C1N2CC3=C(C2=O)C=CC=C3N. Drug 2: C1CC(C1)(C(=O)O)C(=O)O.[NH2-].[NH2-].[Pt+2]. Cell line: SNB-75. Synergy scores: CSS=9.96, Synergy_ZIP=0.237, Synergy_Bliss=2.57, Synergy_Loewe=6.55, Synergy_HSA=4.51. (2) Drug 1: CCC1(CC2CC(C3=C(CCN(C2)C1)C4=CC=CC=C4N3)(C5=C(C=C6C(=C5)C78CCN9C7C(C=CC9)(C(C(C8N6C=O)(C(=O)OC)O)OC(=O)C)CC)OC)C(=O)OC)O.OS(=O)(=O)O. Drug 2: CC=C1C(=O)NC(C(=O)OC2CC(=O)NC(C(=O)NC(CSSCCC=C2)C(=O)N1)C(C)C)C(C)C. Cell line: SK-MEL-5. Synergy scores: CSS=63.4, Synergy_ZIP=-2.39, Synergy_Bliss=-3.96, Synergy_Loewe=-6.19, Synergy_HSA=-0.892. (3) Drug 1: CCCCC(=O)OCC(=O)C1(CC(C2=C(C1)C(=C3C(=C2O)C(=O)C4=C(C3=O)C=CC=C4OC)O)OC5CC(C(C(O5)C)O)NC(=O)C(F)(F)F)O. Synergy scores: CSS=21.0, Synergy_ZIP=-1.03, Synergy_Bliss=6.97, Synergy_Loewe=5.82, Synergy_HSA=7.72. Drug 2: CCN(CC)CCCC(C)NC1=C2C=C(C=CC2=NC3=C1C=CC(=C3)Cl)OC. Cell line: UO-31. (4) Drug 1: CC1C(C(=O)NC(C(=O)N2CCCC2C(=O)N(CC(=O)N(C(C(=O)O1)C(C)C)C)C)C(C)C)NC(=O)C3=C4C(=C(C=C3)C)OC5=C(C(=O)C(=C(C5=N4)C(=O)NC6C(OC(=O)C(N(C(=O)CN(C(=O)C7CCCN7C(=O)C(NC6=O)C(C)C)C)C)C(C)C)C)N)C. Drug 2: CN1C2=C(C=C(C=C2)N(CCCl)CCCl)N=C1CCCC(=O)O.Cl. Cell line: SF-268. Synergy scores: CSS=8.41, Synergy_ZIP=-2.81, Synergy_Bliss=1.57, Synergy_Loewe=-21.6, Synergy_HSA=-0.0748.